From a dataset of Forward reaction prediction with 1.9M reactions from USPTO patents (1976-2016). Predict the product of the given reaction. (1) Given the reactants [Br:1][C:2]1[N:3]=[C:4]2[CH:9]=[CH:8][C:7](Cl)=[N:6][N:5]2[CH:11]=1.[CH3:12][N:13]1[CH2:20][C@@H:19]2[C@@H:15]([CH2:16][NH:17][CH2:18]2)[CH2:14]1.C(N(C(C)C)CC)(C)C.Cl, predict the reaction product. The product is: [Br:1][C:2]1[N:3]=[C:4]2[CH:9]=[CH:8][C:7]([N:17]3[CH2:18][C@@H:19]4[C@@H:15]([CH2:14][N:13]([CH3:12])[CH2:20]4)[CH2:16]3)=[N:6][N:5]2[CH:11]=1. (2) Given the reactants C([C:3]1[CH:4]=[C:5]([CH:29]=[CH:30][CH:31]=1)[CH2:6][N:7]1[CH:11]=[C:10]([NH:12][C:13]([C:15]2[C:23]3[CH2:22][CH2:21][CH:20]([C:24]4C=NNC=4)[CH2:19][C:18]=3[NH:17][N:16]=2)=[O:14])[CH:9]=[N:8]1)#N.[CH3:32]C1(C)CC2N(COCC[Si](C)(C)C)N=C(C(O)=O)C=2CC1.NC1C=NN(CC2C=C(C=CC=2)C#N)C=1.C(N1C=C(N)C=N1)C1C=CC=CC=1, predict the reaction product. The product is: [CH2:6]([N:7]1[CH:11]=[C:10]([NH:12][C:13]([C:15]2[C:23]3[CH2:22][CH2:21][C:20]([CH3:24])([CH3:32])[CH2:19][C:18]=3[NH:17][N:16]=2)=[O:14])[CH:9]=[N:8]1)[C:5]1[CH:4]=[CH:3][CH:31]=[CH:30][CH:29]=1.